Predict the product of the given reaction. From a dataset of Forward reaction prediction with 1.9M reactions from USPTO patents (1976-2016). (1) Given the reactants [F:1][C:2]([F:37])([F:36])[C:3]1[CH:4]=[C:5]([CH:29]=[C:30]([C:32]([F:35])([F:34])[F:33])[CH:31]=1)[C:6]([N:8]1[CH2:28][CH2:27][C:11]2([N:15]([C:16]3[CH:21]=[CH:20][CH:19]=[CH:18][C:17]=3[CH3:22])[CH2:14][N:13]([CH2:23][CH2:24]O)[C:12]2=[O:26])[CH2:10][CH2:9]1)=[O:7].[CH:38]([NH2:41])([CH3:40])[CH3:39], predict the reaction product. The product is: [F:1][C:2]([F:37])([F:36])[C:3]1[CH:4]=[C:5]([CH:29]=[C:30]([C:32]([F:34])([F:35])[F:33])[CH:31]=1)[C:6]([N:8]1[CH2:9][CH2:10][C:11]2([N:15]([C:16]3[CH:21]=[CH:20][CH:19]=[CH:18][C:17]=3[CH3:22])[CH2:14][N:13]([CH2:23][CH2:24][NH:41][CH:38]([CH3:40])[CH3:39])[C:12]2=[O:26])[CH2:27][CH2:28]1)=[O:7]. (2) Given the reactants [OH:1][C:2]1[CH:10]=[CH:9][C:5]([C:6]([OH:8])=[O:7])=[CH:4][CH:3]=1.[CH2:11](Br)[C:12]1[CH:17]=[CH:16][CH:15]=[CH:14][CH:13]=1.C(=O)([O-])[O-].[K+].[K+].Cl, predict the reaction product. The product is: [CH2:11]([O:1][C:2]1[CH:10]=[CH:9][C:5]([C:6]([OH:8])=[O:7])=[CH:4][CH:3]=1)[C:12]1[CH:17]=[CH:16][CH:15]=[CH:14][CH:13]=1. (3) Given the reactants [CH3:1][O:2][C:3]([C:5]1[C@@H:10]([C:11]2[CH:16]=[CH:15][C:14]([C:17]#[N:18])=[CH:13][C:12]=2[CH2:19][CH2:20][Br:21])[N:9]2[C:22](=[O:25])[NH:23][N:24]=[C:8]2[N:7]([C:26]2[CH:31]=[CH:30][CH:29]=[C:28]([C:32]([F:35])([F:34])[F:33])[CH:27]=2)[C:6]=1[CH3:36])=[O:4].[N:37]1[CH:42]=[CH:41][CH:40]=[CH:39][CH:38]=1, predict the reaction product. The product is: [Br-:21].[C:17]([C:14]1[CH:15]=[CH:16][C:11]([C@H:10]2[N:9]3[C:22](=[O:25])[NH:23][N:24]=[C:8]3[N:7]([C:26]3[CH:31]=[CH:30][CH:29]=[C:28]([C:32]([F:34])([F:35])[F:33])[CH:27]=3)[C:6]([CH3:36])=[C:5]2[C:3]([O:2][CH3:1])=[O:4])=[C:12]([CH2:19][CH2:20][N+:37]2[CH:42]=[CH:41][CH:40]=[CH:39][CH:38]=2)[CH:13]=1)#[N:18]. (4) Given the reactants [CH:1]1([CH2:6][CH:7]([C:11]2[CH:16]=[CH:15][C:14]([O:17][C:18]3[CH:23]=[CH:22][CH:21]=[CH:20][CH:19]=3)=[CH:13][CH:12]=2)[C:8](O)=[O:9])[CH2:5][CH2:4][CH2:3][CH2:2]1.[CH2:24]([O:26][C:27]([C:29]1[N:30]=[C:31]([NH2:34])[S:32][CH:33]=1)=[O:28])[CH3:25].F[P-](F)(F)(F)(F)F.N1(O[P+](N(C)C)(N(C)C)N(C)C)C2C=CC=CC=2N=N1.C(N(CC)CC)C, predict the reaction product. The product is: [CH2:24]([O:26][C:27]([C:29]1[N:30]=[C:31]([NH:34][C:8](=[O:9])[CH:7]([C:11]2[CH:12]=[CH:13][C:14]([O:17][C:18]3[CH:23]=[CH:22][CH:21]=[CH:20][CH:19]=3)=[CH:15][CH:16]=2)[CH2:6][CH:1]2[CH2:5][CH2:4][CH2:3][CH2:2]2)[S:32][CH:33]=1)=[O:28])[CH3:25]. (5) The product is: [C:38]([O:8][C@@H:7]1[CH2:6][CH2:5][N:4]([C:9]([O:11][CH2:12][C:13]2[CH:18]=[CH:17][CH:16]=[CH:15][CH:14]=2)=[O:10])[CH2:3][C@H:2]1[F:1])(=[O:45])[C:39]1[CH:44]=[CH:43][CH:42]=[CH:41][CH:40]=1. Given the reactants [F:1][C@H:2]1[C@@H:7]([OH:8])[CH2:6][CH2:5][N:4]([C:9]([O:11][CH2:12][C:13]2[CH:18]=[CH:17][CH:16]=[CH:15][CH:14]=2)=[O:10])[CH2:3]1.C1(P(C2C=CC=CC=2)C2C=CC=CC=2)C=CC=CC=1.[C:38](O)(=[O:45])[C:39]1[CH:44]=[CH:43][CH:42]=[CH:41][CH:40]=1.N(C(OC(C)C)=O)=NC(OC(C)C)=O, predict the reaction product. (6) Given the reactants Cl.Cl.[O:3]1[C:8]2=[CH:9][CH:10]=[CH:11][C:7]2=[CH:6][C:5]([CH:12]2[CH2:17][CH2:16][CH2:15][CH2:14][N:13]2[CH2:18][CH2:19][C@H:20]2[CH2:25][CH2:24][C@H:23]([NH2:26])[CH2:22][CH2:21]2)=[CH:4]1.[C:27]([C:29]1[CH:37]=[CH:36][C:32]([C:33](O)=[O:34])=[CH:31][CH:30]=1)#[N:28], predict the reaction product. The product is: [O:3]1[C:8]2=[CH:9][CH:10]=[CH:11][C:7]2=[CH:6][C:5]([CH:12]2[CH2:17][CH2:16][CH2:15][CH2:14][N:13]2[CH2:18][CH2:19][C@H:20]2[CH2:21][CH2:22][C@H:23]([NH:26][C:33](=[O:34])[C:32]3[CH:36]=[CH:37][C:29]([C:27]#[N:28])=[CH:30][CH:31]=3)[CH2:24][CH2:25]2)=[CH:4]1. (7) Given the reactants [NH2:1][C:2]1[C:7]2[CH2:8][C:9]([CH3:12])([CH3:11])[O:10][C:6]=2[C:5]([C:13]([O:15][CH3:16])=[O:14])=[CH:4][C:3]=1[NH2:17].[Cl:18][C:19]1[CH:24]=[CH:23][CH:22]=[C:21]([CH3:25])[C:20]=1[N:26]=[C:27]=S, predict the reaction product. The product is: [Cl:18][C:19]1[CH:24]=[CH:23][CH:22]=[C:21]([CH3:25])[C:20]=1[NH:26][C:27]1[NH:1][C:2]2[C:7]3[CH2:8][C:9]([CH3:12])([CH3:11])[O:10][C:6]=3[C:5]([C:13]([O:15][CH3:16])=[O:14])=[CH:4][C:3]=2[N:17]=1.